This data is from Forward reaction prediction with 1.9M reactions from USPTO patents (1976-2016). The task is: Predict the product of the given reaction. (1) Given the reactants [C:1]([C:3]1[S:11][C:10]2[C:5](=[N:6][CH:7]=[CH:8][C:9]=2[O:12][C:13]2[CH:19]=[CH:18][C:16]([NH2:17])=[CH:15][C:14]=2[F:20])[CH:4]=1)#[CH:2].[N:21]1[CH:26]=[CH:25][CH:24]=C[CH:22]=1.ClC(OC1C=CC=CC=1)=[O:29].C1(N)CC1, predict the reaction product. The product is: [CH:26]1([NH:21][C:22]([NH:17][C:16]2[CH:18]=[CH:19][C:13]([O:12][C:9]3[CH:8]=[CH:7][N:6]=[C:5]4[CH:4]=[C:3]([C:1]#[CH:2])[S:11][C:10]=34)=[C:14]([F:20])[CH:15]=2)=[O:29])[CH2:24][CH2:25]1. (2) Given the reactants [CH3:1][N:2]1[CH2:7][CH2:6][N:5]([C:8]([C:10]2[CH:15]=[CH:14][C:13]([N+:16]([O-])=O)=[CH:12][CH:11]=2)=[O:9])[CH2:4][CH2:3]1, predict the reaction product. The product is: [NH2:16][C:13]1[CH:12]=[CH:11][C:10]([C:8]([N:5]2[CH2:4][CH2:3][N:2]([CH3:1])[CH2:7][CH2:6]2)=[O:9])=[CH:15][CH:14]=1. (3) The product is: [CH2:18]([C:17]1[NH:7][C:8]2[C:9]([CH:16]=1)=[CH:10][CH:11]=[C:12]([O:14][CH3:15])[CH:13]=2)[CH3:19]. Given the reactants C(OC(=O)[NH:7][C:8]1[CH:13]=[C:12]([O:14][CH3:15])[CH:11]=[CH:10][C:9]=1[CH2:16][C:17](=O)[CH2:18][CH3:19])(C)(C)C.C(O)(C(F)(F)F)=O, predict the reaction product. (4) Given the reactants [CH:1]1[CH2:5][CH:4]=[CH:3][CH:2]=1.[C:6]1(=[O:12])[O:11][C:9](=[O:10])[CH:8]=[CH:7]1, predict the reaction product. The product is: [CH:3]12[CH2:4][CH:5]([CH:1]=[CH:2]1)[CH:7]1[C:6]([O:11][C:9](=[O:10])[CH:8]21)=[O:12]. (5) Given the reactants [Cl:1][C:2]1[CH:11]=[CH:10][C:5]([C:6]([NH:8][NH2:9])=[O:7])=[CH:4][CH:3]=1.[CH2:12]([N:15]=[C:16]=[O:17])[CH:13]=[CH2:14], predict the reaction product. The product is: [Cl:1][C:2]1[CH:11]=[CH:10][C:5]([C:6]([NH:8][NH:9][C:16]([NH:15][CH2:12][CH:13]=[CH2:14])=[O:17])=[O:7])=[CH:4][CH:3]=1. (6) Given the reactants [NH:1]1[CH2:6][CH2:5][CH2:4][CH2:3][C:2]1=[O:7].[H-].[Na+].Br[CH2:11][CH2:12][O:13][C:14]1[CH:15]=[C:16]2[C:21](=[CH:22][CH:23]=1)[N:20]=[CH:19][CH:18]=[CH:17]2, predict the reaction product. The product is: [N:20]1[C:21]2[C:16](=[CH:15][C:14]([O:13][CH2:12][CH2:11][N:1]3[CH2:6][CH2:5][CH2:4][CH2:3][C:2]3=[O:7])=[CH:23][CH:22]=2)[CH:17]=[CH:18][CH:19]=1. (7) The product is: [OH:41][C:38]1([CH2:22][C:21](=[O:23])[CH2:20][C:19]([C:15]2[CH:14]=[N:13][CH:18]=[CH:17][CH:16]=2)=[O:24])[CH2:39][CH2:40][N:35]([C:33](=[O:34])[C:32]2[CH:42]=[CH:43][C:29]([O:28][CH:25]([CH3:26])[CH3:27])=[C:30]([CH3:44])[CH:31]=2)[CH2:36][CH2:37]1. Given the reactants C(NC(C)C)(C)C.[Li]CCCC.[N:13]1[CH:18]=[CH:17][CH:16]=[C:15]([C:19](=[O:24])[CH2:20][C:21](=[O:23])[CH3:22])[CH:14]=1.[CH:25]([O:28][C:29]1[CH:43]=[CH:42][C:32]([C:33]([N:35]2[CH2:40][CH2:39][C:38](=[O:41])[CH2:37][CH2:36]2)=[O:34])=[CH:31][C:30]=1[CH3:44])([CH3:27])[CH3:26], predict the reaction product. (8) Given the reactants [CH3:1][S:2][C:3]1[C:11]([N+:12]([O-])=O)=[C:6]2[CH:7]=[CH:8][CH:9]=[CH:10][N:5]2[N:4]=1, predict the reaction product. The product is: [CH3:1][S:2][C:3]1[C:11]([NH2:12])=[C:6]2[CH:7]=[CH:8][CH:9]=[CH:10][N:5]2[N:4]=1. (9) Given the reactants [CH3:1][O:2][C:3](=[O:25])[C@H:4]([CH2:21][CH2:22][S:23][CH3:24])[NH:5][C:6](=[O:20])[C:7]1[CH:12]=[CH:11][C:10](Br)=[CH:9][C:8]=1[C:14]1[CH:19]=[CH:18][CH:17]=[CH:16][CH:15]=1.CCN(CC[O:33][C:34]1C=CC(CC2C=CC=CC=2)=CC=1)CC.Cl.[C]=[O:49].O, predict the reaction product. The product is: [CH3:1][O:2][C:3](=[O:25])[C@H:4]([CH2:21][CH2:22][S:23][CH3:24])[NH:5][C:6](=[O:20])[C:7]1[CH:12]=[CH:11][C:10]([C:34]([OH:33])=[O:49])=[CH:9][C:8]=1[C:14]1[CH:19]=[CH:18][CH:17]=[CH:16][CH:15]=1. (10) Given the reactants Cl[C:2]1[CH:23]=[CH:22][C:5]([C:6]([NH:8][C:9]2[CH:14]=[CH:13][C:12]([Cl:15])=[C:11]([C:16]3[CH:21]=[CH:20][CH:19]=[CH:18][N:17]=3)[CH:10]=2)=[O:7])=[CH:4][N:3]=1.[CH2:24]([N:26]1[CH2:31][CH2:30][NH:29][CH2:28][CH2:27]1)[CH3:25], predict the reaction product. The product is: [Cl:15][C:12]1[CH:13]=[CH:14][C:9]([NH:8][C:6](=[O:7])[C:5]2[CH:22]=[CH:23][C:2]([N:29]3[CH2:30][CH2:31][N:26]([CH2:24][CH3:25])[CH2:27][CH2:28]3)=[N:3][CH:4]=2)=[CH:10][C:11]=1[C:16]1[CH:21]=[CH:20][CH:19]=[CH:18][N:17]=1.